From a dataset of Catalyst prediction with 721,799 reactions and 888 catalyst types from USPTO. Predict which catalyst facilitates the given reaction. (1) Reactant: [CH:1]1([C:7]2[CH:15]=[CH:14][C:10]([C:11]([OH:13])=O)=[CH:9][CH:8]=2)[CH2:6][CH2:5][CH2:4][CH2:3][CH2:2]1.C(Cl)(=O)C(Cl)=O.[CH:22]1[C:32]2[CH2:31][NH:30][C:29]3[CH:33]=[CH:34][CH:35]=[CH:36][C:28]=3[NH:27][C:26]=2[CH:25]=[CH:24][CH:23]=1.C(N(CC)C(C)C)(C)C.C1(C2C=CC(C(Cl)=O)=CC=2)CCCCC1. Product: [CH:1]1([C:7]2[CH:8]=[CH:9][C:10]([C:11]([N:30]3[CH2:31][C:32]4[CH:22]=[CH:23][CH:24]=[CH:25][C:26]=4[NH:27][C:28]4[CH:36]=[CH:35][CH:34]=[CH:33][C:29]3=4)=[O:13])=[CH:14][CH:15]=2)[CH2:2][CH2:3][CH2:4][CH2:5][CH2:6]1. The catalyst class is: 120. (2) Reactant: [C:1]([O:5][C:6](=[O:25])[NH:7][CH2:8][CH2:9][CH2:10][CH2:11][C@H:12]([NH:17][C:18]([O:20][C:21]([CH3:24])([CH3:23])[CH3:22])=[O:19])[CH2:13][N:14]=[N+]=[N-])([CH3:4])([CH3:3])[CH3:2]. Product: [C:1]([O:5][C:6](=[O:25])[NH:7][CH2:8][CH2:9][CH2:10][CH2:11][C@H:12]([NH:17][C:18]([O:20][C:21]([CH3:24])([CH3:23])[CH3:22])=[O:19])[CH2:13][NH2:14])([CH3:4])([CH3:3])[CH3:2]. The catalyst class is: 29. (3) Reactant: [H-].[Na+].[CH3:3][C:4]1([OH:8])[CH2:7][CH2:6][CH2:5]1.[Cl:9][C:10]1[N:11]=[C:12](Cl)[C:13]2[C:18]([I:19])=[CH:17][N:16]([CH2:20][O:21][CH2:22][CH2:23][Si:24]([CH3:27])([CH3:26])[CH3:25])[C:14]=2[N:15]=1. Product: [Cl:9][C:10]1[N:11]=[C:12]([O:8][C:4]2([CH3:3])[CH2:7][CH2:6][CH2:5]2)[C:13]2[C:18]([I:19])=[CH:17][N:16]([CH2:20][O:21][CH2:22][CH2:23][Si:24]([CH3:27])([CH3:26])[CH3:25])[C:14]=2[N:15]=1. The catalyst class is: 1. (4) Reactant: C(O)CCC.CC(C)([O-])C.[K+].CCOC([CH:17]([C:20]1([C:25]#[N:26])[CH2:24][CH2:23][CH2:22][CH2:21]1)C#N)=O.[C:27]([N:29](C1C=CC=CC=1)[C:30]([NH2:32])=[NH:31])#[N:28].[C:39]([OH:42])(=O)[CH3:40]. Product: [NH2:28][C:27]1[CH:40]=[C:39]([OH:42])[N:31]=[C:30]([NH:32][C:22]2[CH:21]=[CH:17][C:20]([C:25]#[N:26])=[CH:24][CH:23]=2)[N:29]=1. The catalyst class is: 6. (5) Reactant: [Cl:1][C:2]1[CH:3]=[N+:4]([O-:34])[CH:5]=[C:6]([Cl:33])[C:7]=1[CH2:8][C@@H:9]([C:18]1[CH:23]=[CH:22][C:21]([O:24][CH:25]([F:27])[F:26])=[C:20]([O:28][CH2:29][CH:30]2[CH2:32][CH2:31]2)[CH:19]=1)[O:10][C:11]([CH:13]1[NH:17][CH2:16][CH2:15][S:14]1)=[O:12].Cl[S:36]([C:39]1[CH:40]=[CH:41][C:42]([O:48][CH3:49])=[C:43]([CH:47]=1)[C:44]([OH:46])=[O:45])(=[O:38])=[O:37]. Product: [C:44]([C:43]1[CH:47]=[C:39]([S:36]([N:17]2[CH2:16][CH2:15][S:14][CH:13]2[C:11]([O:10][C@H:9]([C:18]2[CH:23]=[CH:22][C:21]([O:24][CH:25]([F:27])[F:26])=[C:20]([O:28][CH2:29][CH:30]3[CH2:32][CH2:31]3)[CH:19]=2)[CH2:8][C:7]2[C:6]([Cl:33])=[CH:5][N+:4]([O-:34])=[CH:3][C:2]=2[Cl:1])=[O:12])(=[O:37])=[O:38])[CH:40]=[CH:41][C:42]=1[O:48][CH3:49])([OH:46])=[O:45]. The catalyst class is: 17.